From a dataset of Forward reaction prediction with 1.9M reactions from USPTO patents (1976-2016). Predict the product of the given reaction. (1) Given the reactants CS(O[CH2:6][CH2:7][C:8]1[O:9][C:10]2[CH:16]=[CH:15][C:14]([C:17]3[CH:22]=[CH:21][C:20]([C:23]#[N:24])=[CH:19][CH:18]=3)=[CH:13][C:11]=2[CH:12]=1)(=O)=O.[NH:25]1[CH:29]=[CH:28][N:27]=[CH:26]1, predict the reaction product. The product is: [N:25]1([CH2:6][CH2:7][C:8]2[O:9][C:10]3[CH:16]=[CH:15][C:14]([C:17]4[CH:22]=[CH:21][C:20]([C:23]#[N:24])=[CH:19][CH:18]=4)=[CH:13][C:11]=3[CH:12]=2)[CH:29]=[CH:28][N:27]=[CH:26]1. (2) Given the reactants C(O[C:6]([NH:8][C@H:9]([CH2:13][O:14][CH:15]([F:17])[F:16])[C:10]([OH:12])=O)=[O:7])(C)(C)C.[CH2:18](N(CC)CC)C.ClC(OCC(C)C)=O.[CH2:33]([NH2:40])[C:34]1[CH:39]=[CH:38][CH:37]=[CH:36][CH:35]=1, predict the reaction product. The product is: [C:6]([NH:8][C@H:9]([CH2:13][O:14][CH:15]([F:16])[F:17])[C:10]([NH:40][CH2:33][C:34]1[CH:39]=[CH:38][CH:37]=[CH:36][CH:35]=1)=[O:12])(=[O:7])[CH3:18]. (3) The product is: [CH2:40]([NH:48][C:19]([C:14]1[C:13]([C:8]2[CH:9]=[CH:10][CH:11]=[CH:12][C:7]=2[CH2:6][N:5]2[C:1](=[O:27])[C:2]3=[CH:26][CH:25]=[CH:24][CH:23]=[C:3]3[C:4]2=[O:22])=[CH:18][CH:17]=[CH:16][CH:15]=1)=[O:20])[CH2:41][C:42]1[CH:47]=[CH:46][CH:45]=[CH:44][CH:43]=1. Given the reactants [C:1]1(=[O:27])[N:5]([CH2:6][C:7]2[CH:12]=[CH:11][CH:10]=[CH:9][C:8]=2[C:13]2[C:14]([C:19](O)=[O:20])=[CH:15][CH:16]=[CH:17][CH:18]=2)[C:4](=[O:22])[C:3]2=[CH:23][CH:24]=[CH:25][CH:26]=[C:2]12.C1N=CN(C(N2C=NC=C2)=O)C=1.[CH2:40]([NH2:48])[CH2:41][C:42]1[CH:47]=[CH:46][CH:45]=[CH:44][CH:43]=1, predict the reaction product. (4) Given the reactants F[B-](F)(F)F.[CH2:6]([O+](CC)CC)[CH3:7].[Cl:13][CH2:14][CH2:15][CH2:16][CH:17]([C:21]1[CH:26]=[CH:25][CH:24]=[CH:23][C:22]=1[C:27]([F:30])([F:29])[F:28])[C:18]([NH2:20])=[O:19].[OH-].[Na+], predict the reaction product. The product is: [CH2:6]([O:19][C:18](=[NH:20])[CH:17]([C:21]1[CH:26]=[CH:25][CH:24]=[CH:23][C:22]=1[C:27]([F:28])([F:29])[F:30])[CH2:16][CH2:15][CH2:14][Cl:13])[CH3:7]. (5) The product is: [CH2:12]([N:19]1[CH2:24][CH2:23][N:22]([C:2]2[CH:11]=[CH:10][CH:9]=[CH:8][C:3]=2[C:4]([O:6][CH3:7])=[O:5])[CH2:21][CH2:20]1)[C:13]1[CH:14]=[CH:15][CH:16]=[CH:17][CH:18]=1. Given the reactants F[C:2]1[CH:11]=[CH:10][CH:9]=[CH:8][C:3]=1[C:4]([O:6][CH3:7])=[O:5].[CH2:12]([N:19]1[CH2:24][CH2:23][NH:22][CH2:21][CH2:20]1)[C:13]1[CH:18]=[CH:17][CH:16]=[CH:15][CH:14]=1.C([O-])([O-])=O.[K+].[K+], predict the reaction product. (6) Given the reactants [H-].[H-].[H-].[H-].[Li+].[Al+3].[CH3:7][O:8][CH2:9][CH2:10][O:11][C:12]1[CH:13]=[C:14]([C:22]2[C:23]([C:34](OCC)=[O:35])=[N:24][N:25]([CH:28]3[CH2:33][CH2:32][CH2:31][CH2:30][O:29]3)[C:26]=2[CH3:27])[CH:15]=[C:16]([C:18]([F:21])([F:20])[F:19])[CH:17]=1, predict the reaction product. The product is: [CH3:7][O:8][CH2:9][CH2:10][O:11][C:12]1[CH:13]=[C:14]([C:22]2[C:23]([CH2:34][OH:35])=[N:24][N:25]([CH:28]3[CH2:33][CH2:32][CH2:31][CH2:30][O:29]3)[C:26]=2[CH3:27])[CH:15]=[C:16]([C:18]([F:21])([F:20])[F:19])[CH:17]=1. (7) The product is: [CH3:1][O:2][C:4]([C@H:9]1[CH2:8][CH2:7][C@H:12]([C:14]([OH:13])=[O:6])[CH2:11][CH2:10]1)=[O:5]. Given the reactants [CH3:1][O-:2].[Na+].[CH3:4][OH:5].[OH2:6].[CH3:7][CH2:8][CH2:9][CH2:10][CH2:11][CH3:12].[O:13]1CCC[CH2:14]1, predict the reaction product. (8) Given the reactants [NH:1]1[C:9]2[C:4](=[CH:5][CH:6]=[CH:7][CH:8]=2)[C:3]([CH2:10][C:11]([NH2:13])=[O:12])=[CH:2]1.C[O:15][C:16](=O)[C:17]([C:19]1[C:29]2=[C:30]3[C:25](=[CH:26][C:27]([O:31][CH3:32])=[CH:28]2)[CH2:24][CH2:23][CH2:22][N:21]3[CH:20]=1)=O, predict the reaction product. The product is: [NH:1]1[C:9]2[C:4](=[CH:5][CH:6]=[CH:7][CH:8]=2)[C:3]([C:10]2[C:11](=[O:12])[NH:13][C:16](=[O:15])[C:17]=2[C:19]2[C:29]3=[C:30]4[C:25](=[CH:26][C:27]([O:31][CH3:32])=[CH:28]3)[CH2:24][CH2:23][CH2:22][N:21]4[CH:20]=2)=[CH:2]1. (9) Given the reactants [Br:1][C:2]1[CH:3]=[C:4]([C:11]([C:13]2[CH:22]=[CH:21][C:16]3[O:17][CH2:18][CH2:19][O:20][C:15]=3[CH:14]=2)=O)[C:5]2[O:9][CH2:8][CH2:7][C:6]=2[CH:10]=1.C([SiH](CC)CC)C.B(F)(F)F.CCOCC, predict the reaction product. The product is: [Br:1][C:2]1[CH:3]=[C:4]([CH2:11][C:13]2[CH:22]=[CH:21][C:16]3[O:17][CH2:18][CH2:19][O:20][C:15]=3[CH:14]=2)[C:5]2[O:9][CH2:8][CH2:7][C:6]=2[CH:10]=1. (10) Given the reactants [CH2:1]([O:3][C:4]([N:6]1[CH2:12][CH2:11][C:10]2[CH:13]=[CH:14][S:15][C:9]=2[CH2:8][CH2:7]1)=[O:5])[CH3:2].CC(O)=O.C1C(=O)N([Br:27])C(=O)C1, predict the reaction product. The product is: [CH2:1]([O:3][C:4]([N:6]1[CH2:12][CH2:11][C:10]2[CH:13]=[C:14]([Br:27])[S:15][C:9]=2[CH2:8][CH2:7]1)=[O:5])[CH3:2].